Dataset: Catalyst prediction with 721,799 reactions and 888 catalyst types from USPTO. Task: Predict which catalyst facilitates the given reaction. (1) Reactant: [NH2:1][C:2]1[S:6][C:5]([NH:7][C:8]2[CH:13]=[CH:12][C:11]([O:14][CH3:15])=[CH:10][CH:9]=2)=[N:4][C:3]=1[C:16]([NH2:18])=[O:17].C(N(CC)C(C)C)(C)C.Cl[CH2:29][C:30]1[CH:38]=[CH:37][C:33]([C:34](Cl)=[O:35])=[CH:32][CH:31]=1.[CH3:39][N:40]1[CH2:45][CH2:44][NH:43][CH2:42][CH2:41]1. Product: [CH3:15][O:14][C:11]1[CH:10]=[CH:9][C:8]([NH:7][C:5]2[S:6][C:2]([NH:1][C:34](=[O:35])[C:33]3[CH:37]=[CH:38][C:30]([CH2:29][N:43]4[CH2:44][CH2:45][N:40]([CH3:39])[CH2:41][CH2:42]4)=[CH:31][CH:32]=3)=[C:3]([C:16]([NH2:18])=[O:17])[N:4]=2)=[CH:13][CH:12]=1. The catalyst class is: 474. (2) Reactant: CO[C:3](=[O:13])[C:4]1[C:9]([Cl:10])=[CH:8][CH:7]=[CH:6][C:5]=1[CH2:11]Br.[C:14]1([CH2:20][CH2:21][CH2:22][NH2:23])[CH:19]=[CH:18][CH:17]=[CH:16][CH:15]=1.C([O-])([O-])=O.[K+].[K+].C(OCC)(=O)C. Product: [Cl:10][C:9]1[CH:8]=[CH:7][CH:6]=[C:5]2[C:4]=1[C:3](=[O:13])[N:23]([CH2:22][CH2:21][CH2:20][C:14]1[CH:19]=[CH:18][CH:17]=[CH:16][CH:15]=1)[CH2:11]2. The catalyst class is: 345. (3) Reactant: Br[CH2:2][CH2:3][CH:4]1[CH2:9][CH2:8][CH2:7][CH2:6][CH2:5]1.[CH2:10]([OH:13])[CH2:11][OH:12].[OH-].[Na+]. Product: [CH:4]1([CH2:3][CH2:2][O:12][CH2:11][CH2:10][OH:13])[CH2:9][CH2:8][CH2:7][CH2:6][CH2:5]1. The catalyst class is: 6. (4) Reactant: [Cl:1][C:2]1[CH:7]=[CH:6][C:5]([CH2:8][CH2:9][C:10]([NH:12][CH2:13][CH:14]2[CH2:41][CH2:40][C:17]3[N:18](C(C4C=CC=CC=4)(C4C=CC=CC=4)C4C=CC=CC=4)[CH:19]=[N:20][C:16]=3[CH2:15]2)=[O:11])=[CH:4][CH:3]=1.ClC1C=CC(CCC(NCC2CCC3N=CN(C(C4C=CC=CC=4)(C4C=CC=CC=4)C4C=CC=CC=4)C=3C2)=O)=CC=1. Product: [Cl:1][C:2]1[CH:3]=[CH:4][C:5]([CH2:8][CH2:9][C:10]([NH:12][CH2:13][CH:14]2[CH2:41][CH2:40][C:17]3[NH:18][CH:19]=[N:20][C:16]=3[CH2:15]2)=[O:11])=[CH:6][CH:7]=1. The catalyst class is: 86. (5) Reactant: [Cl:1][C:2]1[N:3]=[C:4]([N:15]2[CH2:20][CH2:19][O:18][CH2:17][CH2:16]2)[C:5]2[S:10][C:9]([CH2:11][NH:12][CH3:13])=[C:8]([CH3:14])[C:6]=2[N:7]=1.C(N(CC)CC)C.[C:28](Cl)(=[O:35])[C:29]1[CH:34]=[CH:33][CH:32]=[CH:31][CH:30]=1. Product: [Cl:1][C:2]1[N:3]=[C:4]([N:15]2[CH2:20][CH2:19][O:18][CH2:17][CH2:16]2)[C:5]2[S:10][C:9]([CH2:11][N:12]([CH3:13])[C:28](=[O:35])[C:29]3[CH:34]=[CH:33][CH:32]=[CH:31][CH:30]=3)=[C:8]([CH3:14])[C:6]=2[N:7]=1. The catalyst class is: 4. (6) Reactant: Br[C:2]1[CH:10]=[CH:9][CH:8]=[C:7]2[C:3]=1[C:4]([CH2:11][C:12]([O:14][CH3:15])=[O:13])=[CH:5][NH:6]2.C(N([CH2:21][CH3:22])CC)C.[C:38]1([CH3:43])[CH:39]=[CH:40][CH:41]=[CH:42][C:37]=1P([C:37]1[CH:42]=[CH:41][CH:40]=[CH:39][C:38]=1[CH3:43])[C:37]1[CH:42]=[CH:41][CH:40]=[CH:39][C:38]=1[CH3:43].[C:45](#N)[CH3:46]. Product: [C:38]1([CH2:43][CH2:4][CH2:11][CH2:12][O:13][C:46]2[CH:45]=[CH:7][C:3](/[CH:21]=[CH:22]/[C:2]3[CH:10]=[CH:9][CH:8]=[C:7]4[C:3]=3[C:4]([CH2:11][C:12]([O:14][CH3:15])=[O:13])=[CH:5][NH:6]4)=[CH:2][CH:10]=2)[CH:37]=[CH:42][CH:41]=[CH:40][CH:39]=1. The catalyst class is: 167. (7) Reactant: FC(F)(F)C(OC(=O)C(F)(F)F)=O.[I:14][C:15]1[CH:16]=[C:17]([CH:21]=[CH:22][C:23]=1[CH3:24])[C:18]([NH2:20])=O.C(N(CC)CC)C.C(=O)([O-])[O-].[K+].[K+]. Product: [I:14][C:15]1[CH:16]=[C:17]([CH:21]=[CH:22][C:23]=1[CH3:24])[C:18]#[N:20]. The catalyst class is: 4.